This data is from Full USPTO retrosynthesis dataset with 1.9M reactions from patents (1976-2016). The task is: Predict the reactants needed to synthesize the given product. Given the product [Br:8][C:5]1[N:4]=[C:3]([C:9]([NH:11][C:12]2[CH:17]=[CH:16][C:15]([F:18])=[CH:14][CH:13]=2)=[O:10])[C:2]([F:29])=[N:7][CH:6]=1, predict the reactants needed to synthesize it. The reactants are: N[C:2]1[C:3]([C:9]([NH:11][C:12]2[CH:17]=[CH:16][C:15]([F:18])=[CH:14][CH:13]=2)=[O:10])=[N:4][C:5]([Br:8])=[CH:6][N:7]=1.N1C=CC=CC=1.N([O-])=O.[Na+].[FH:29].